Dataset: Full USPTO retrosynthesis dataset with 1.9M reactions from patents (1976-2016). Task: Predict the reactants needed to synthesize the given product. (1) Given the product [C:1]([N:4]1[CH2:11][CH2:10][C:9](=[O:12])[NH:8][CH2:7][C:6]2[CH:13]=[C:14]([NH:17][C:19]3[N:24]=[C:23]([NH:25][C:26]4[C:36]([F:37])=[CH:35][CH:34]=[CH:33][C:27]=4[C:28]([NH:30][CH2:31][CH3:32])=[O:29])[C:22]([Cl:38])=[CH:21][N:20]=3)[CH:15]=[CH:16][C:5]1=2)(=[O:3])[CH3:2], predict the reactants needed to synthesize it. The reactants are: [C:1]([N:4]1[CH2:11][CH2:10][C:9](=[O:12])[NH:8][CH2:7][C:6]2[CH:13]=[C:14]([NH2:17])[CH:15]=[CH:16][C:5]1=2)(=[O:3])[CH3:2].Cl[C:19]1[N:24]=[C:23]([NH:25][C:26]2[C:36]([F:37])=[CH:35][CH:34]=[CH:33][C:27]=2[C:28]([NH:30][CH2:31][CH3:32])=[O:29])[C:22]([Cl:38])=[CH:21][N:20]=1. (2) Given the product [CH:46]1[C:45]2[C:50](=[CH:41][CH:42]=[CH:43][CH:44]=2)[CH:49]=[CH:48][C:47]=1[C:56](=[O:57])[CH2:8][N:9]1[C:14]2[CH:15]=[C:16]([CH:19]=[O:59])[CH:17]=[CH:18][C:13]=2[O:12][CH2:11][CH2:10]1, predict the reactants needed to synthesize it. The reactants are: C(C1C=C(C=C(C(C)(C)C)C=1)[CH2:8][N:9]1[C:14]2[CH:15]=[C:16]([CH:19]=C3SC(=S)NC3=O)[CH:17]=[CH:18][C:13]=2[O:12][CH2:11][CH2:10]1)(C)(C)C.C(N(CC)CC)C.[CH:41]1[C:50]2[C:45](=[CH:46][CH:47]=[CH:48][CH:49]=2)[CH:44]=[CH:43][C:42]=1CC(Cl)=O.[N-]=[C:56]=[O:57].C(=O)(O)[O-:59].[Na+].